This data is from Full USPTO retrosynthesis dataset with 1.9M reactions from patents (1976-2016). The task is: Predict the reactants needed to synthesize the given product. (1) Given the product [N:46]1([C:49]([O:51][C:52]([CH3:55])([CH3:54])[CH3:53])=[O:50])[CH2:45][CH2:44][N:43]([C:41]([O:16][C:8]2[CH:7]=[C:6]3[C:11]([C@H:3]([CH2:2][Cl:1])[CH2:4][N:5]3[C:17]([C:19]3[NH:20][C:21]4[C:26]([CH:27]=3)=[CH:25][C:24]([NH:28][C:29]([C:31]3[NH:32][C:33]5[C:38]([CH:39]=3)=[CH:37][CH:36]=[CH:35][CH:34]=5)=[O:30])=[CH:23][CH:22]=4)=[O:18])=[C:10]3[C:12]([CH3:15])=[CH:13][S:14][C:9]=23)=[O:42])[CH2:48][CH2:47]1, predict the reactants needed to synthesize it. The reactants are: [Cl:1][CH2:2][C@H:3]1[C:11]2[C:6](=[CH:7][C:8]([OH:16])=[C:9]3[S:14][CH:13]=[C:12]([CH3:15])[C:10]3=2)[N:5]([C:17]([C:19]2[NH:20][C:21]3[C:26]([CH:27]=2)=[CH:25][C:24]([NH:28][C:29]([C:31]2[NH:32][C:33]4[C:38]([CH:39]=2)=[CH:37][CH:36]=[CH:35][CH:34]=4)=[O:30])=[CH:23][CH:22]=3)=[O:18])[CH2:4]1.Cl[C:41]([N:43]1[CH2:48][CH2:47][N:46]([C:49]([O:51][C:52]([CH3:55])([CH3:54])[CH3:53])=[O:50])[CH2:45][CH2:44]1)=[O:42]. (2) Given the product [C:1]([O:5][C:6]([NH:8][C@@H:9]1[C:23](=[O:24])[N:22]2[CH2:25][C@H:26]([O:28][C:29]3[C:30]4[S:44][CH:43]=[CH:42][C:31]=4[N:32]=[C:33]([C:35]4[N:39]([CH3:40])[N:38]=[C:37]([CH3:41])[CH:36]=4)[N:34]=3)[CH2:27][C@H:21]2[C:20](=[O:45])[NH:19][C@:18]2([C:47]([OH:49])=[O:48])[CH2:46][C@H:17]2[CH:16]=[CH:15][CH2:14][CH2:13][CH2:12][CH2:11][CH2:10]1)=[O:7])([CH3:4])([CH3:2])[CH3:3], predict the reactants needed to synthesize it. The reactants are: [C:1]([O:5][C:6]([NH:8][C@@H:9]1[C:23](=[O:24])[N:22]2[CH2:25][C@H:26]([O:28][C:29]3[C:30]4[S:44][CH:43]=[CH:42][C:31]=4[N:32]=[C:33]([C:35]4[N:39]([CH3:40])[N:38]=[C:37]([CH3:41])[CH:36]=4)[N:34]=3)[CH2:27][C@H:21]2[C:20](=[O:45])[NH:19][C@:18]2([C:47]([O:49]C)=[O:48])[CH2:46][C@H:17]2[CH:16]=[CH:15][CH2:14][CH2:13][CH2:12][CH2:11][CH2:10]1)=[O:7])([CH3:4])([CH3:3])[CH3:2].O1CCCC1.[OH-].[Li+].